This data is from Forward reaction prediction with 1.9M reactions from USPTO patents (1976-2016). The task is: Predict the product of the given reaction. (1) Given the reactants [CH2:1]([S:8][C:9]1[CH:14]=[CH:13][CH:12]=[C:11](Br)[C:10]=1[CH3:16])[C:2]1[CH:7]=[CH:6][CH:5]=[CH:4][CH:3]=1.[NH:17]1[CH2:21][CH2:20][CH2:19][C:18]1=[O:22], predict the reaction product. The product is: [CH2:1]([S:8][C:9]1[C:10]([CH3:16])=[C:11]([N:17]2[CH2:21][CH2:20][CH2:19][C:18]2=[O:22])[CH:12]=[CH:13][CH:14]=1)[C:2]1[CH:7]=[CH:6][CH:5]=[CH:4][CH:3]=1. (2) Given the reactants [C:1](=[NH:14])([C:8]1[CH:13]=[CH:12][CH:11]=[CH:10][CH:9]=1)[C:2]1[CH:7]=[CH:6][CH:5]=[CH:4][CH:3]=1.N[C:16]1[S:17][CH:18]=[C:19]([CH3:21])[N:20]=1, predict the reaction product. The product is: [C:1](=[N:14][C:16]1[S:17][CH:18]=[C:19]([CH3:21])[N:20]=1)([C:8]1[CH:9]=[CH:10][CH:11]=[CH:12][CH:13]=1)[C:2]1[CH:7]=[CH:6][CH:5]=[CH:4][CH:3]=1. (3) Given the reactants [CH3:1][C:2]1[CH:7]=[CH:6][C:5]([C:8]2[O:12][N:11]=[CH:10][C:9]=2[C:13]([OH:15])=O)=[CH:4][CH:3]=1.[NH:16]1[CH2:21][CH2:20][NH:19][CH2:18][C:17]1=[O:22], predict the reaction product. The product is: [CH3:1][C:2]1[CH:3]=[CH:4][C:5]([C:8]2[O:12][N:11]=[CH:10][C:9]=2[C:13]([N:19]2[CH2:20][CH2:21][NH:16][C:17](=[O:22])[CH2:18]2)=[O:15])=[CH:6][CH:7]=1. (4) Given the reactants [Cl:1][C:2]1[CH:7]=[CH:6][C:5]([C:8]([CH3:13])([CH3:12])[C:9]([OH:11])=O)=[CH:4][CH:3]=1.[NH2:14][CH2:15][CH2:16][CH2:17][N:18]1[CH2:23][CH2:22][CH:21]([C:24]2[CH:25]=[C:26]([NH:30][C:31](=[O:33])[CH3:32])[CH:27]=[CH:28][CH:29]=2)[CH2:20][CH2:19]1, predict the reaction product. The product is: [C:31]([NH:30][C:26]1[CH:25]=[C:24]([CH:21]2[CH2:22][CH2:23][N:18]([CH2:17][CH2:16][CH2:15][NH:14][C:9](=[O:11])[C:8]([C:5]3[CH:4]=[CH:3][C:2]([Cl:1])=[CH:7][CH:6]=3)([CH3:13])[CH3:12])[CH2:19][CH2:20]2)[CH:29]=[CH:28][CH:27]=1)(=[O:33])[CH3:32]. (5) The product is: [ClH:73].[ClH:73].[ClH:73].[ClH:73].[NH2:59][C@H:40]1[CH2:39][C:38]2[CH:67]=[C:34]([CH:35]=[CH:36][C:37]=2[OH:68])[C:33]2=[CH:69][C:29](=[C:30]([OH:70])[CH:31]=[CH:32]2)[CH2:28][C@@H:27]([C:25]([NH:24][CH2:23][C:22]([NH:21][CH2:20][C@@H:8]([NH2:7])[CH2:9][CH2:10][CH2:11][NH2:12])=[O:71])=[O:26])[NH:45][C:44](=[O:46])[C@H:43]([CH2:47][CH2:48][CH2:49][NH2:50])[NH:42][C:41]1=[O:58]. Given the reactants C(OC(=O)[NH:7][C@H:8]([CH2:20][NH:21][C:22](=[O:71])[CH2:23][NH:24][C:25]([C@H:27]1[NH:45][C:44](=[O:46])[C@H:43]([CH2:47][CH2:48][CH2:49][NH:50]C(OC(C)(C)C)=O)[NH:42][C:41](=[O:58])[C@@H:40]([NH:59]C(OC(C)(C)C)=O)[CH2:39][C:38]2[CH:67]=[C:34]([CH:35]=[CH:36][C:37]=2[OH:68])[C:33]2=[CH:69][C:29](=[C:30]([OH:70])[CH:31]=[CH:32]2)[CH2:28]1)=[O:26])[CH2:9][CH2:10][CH2:11][NH:12]C(OC(C)(C)C)=O)(C)(C)C.[ClH:73], predict the reaction product. (6) Given the reactants [CH2:1]([O:4][C:5]1[C:14]2[NH:13][CH:12]=[CH:11][C:10](=[O:15])[C:9]=2[C:8]2[CH:16]=[CH:17][CH:18]=[CH:19][C:7]=2[CH:6]=1)[CH2:2][CH3:3].C(=O)([O-])[O-].[K+].[K+].[I:26]I.S([O-])([O-])(=O)=S.[Na+].[Na+], predict the reaction product. The product is: [I:26][C:11]1[C:10](=[O:15])[C:9]2[C:8]3[CH:16]=[CH:17][CH:18]=[CH:19][C:7]=3[CH:6]=[C:5]([O:4][CH2:1][CH2:2][CH3:3])[C:14]=2[NH:13][CH:12]=1. (7) Given the reactants [OH:1][C@@H:2]([CH2:17][N:18]1[CH2:23][CH2:22][O:21][CH2:20][CH2:19]1)[CH2:3][N:4]1[CH2:9][CH2:8][C:7]2[NH:10][C:11]([CH:14]=O)=[C:12]([CH3:13])[C:6]=2[C:5]1=[O:16].[F:24][C:25]1[C:33]([NH:34][C:35](=[O:39])[CH2:36][O:37][CH3:38])=[CH:32][C:31]2[C:27](=[CH:28][C:29](=[O:40])[N:30]=2)[CH:26]=1.N1CCCCC1, predict the reaction product. The product is: [F:24][C:25]1[CH:26]=[C:27]2[C:31](=[CH:32][C:33]=1[NH:34][C:35](=[O:39])[CH2:36][O:37][CH3:38])[NH:30][C:29](=[O:40])/[C:28]/2=[CH:14]\[C:11]1[NH:10][C:7]2[CH2:8][CH2:9][N:4]([CH2:3][C@@H:2]([OH:1])[CH2:17][N:18]3[CH2:19][CH2:20][O:21][CH2:22][CH2:23]3)[C:5](=[O:16])[C:6]=2[C:12]=1[CH3:13]. (8) Given the reactants C(O)(C(F)(F)F)=O.C(OC([N:15]1[CH2:19][C:18]([F:21])([F:20])[CH2:17][C@H:16]1[CH2:22][NH:23][C:24]1[CH:29]=[CH:28][CH:27]=[C:26]([Cl:30])[CH:25]=1)=O)(C)(C)C, predict the reaction product. The product is: [Cl:30][C:26]1[CH:25]=[C:24]([NH:23][CH2:22][C@@H:16]2[CH2:17][C:18]([F:21])([F:20])[CH2:19][NH:15]2)[CH:29]=[CH:28][CH:27]=1. (9) Given the reactants [N+:1]([C:4]1[CH:9]=[CH:8][C:7]([S:10][CH2:11][C:12]2[NH:16][N:15]=[N:14][N:13]=2)=[CH:6][CH:5]=1)([O-:3])=[O:2].[C:17](=O)([O-])[O-].[K+].[K+].I[CH3:24], predict the reaction product. The product is: [CH3:17][N:13]1[C:12]([CH2:11][S:10][C:7]2[CH:8]=[CH:9][C:4]([N+:1]([O-:3])=[O:2])=[CH:5][CH:6]=2)=[N:16][N:15]=[N:14]1.[CH3:24][N:14]1[N:15]=[N:16][C:12]([CH2:11][S:10][C:7]2[CH:8]=[CH:9][C:4]([N+:1]([O-:3])=[O:2])=[CH:5][CH:6]=2)=[N:13]1.